From a dataset of Reaction yield outcomes from USPTO patents with 853,638 reactions. Predict the reaction yield, written as a fraction of the theoretical maximum amount of product (1.0 means a 100% yield; for example, 0.34 means a 34% yield). The reactants are [Br:1][C:2]1[N:3]=[N:4][C:5]([CH3:8])=[CH:6][CH:7]=1.[Br:9]N1C(=O)CCC1=O.CC(N=NC(C#N)(C)C)(C#N)C. The catalyst is C(Cl)(Cl)(Cl)Cl. The product is [Br:1][C:2]1[N:3]=[N:4][C:5]([CH2:8][Br:9])=[CH:6][CH:7]=1. The yield is 0.300.